This data is from Forward reaction prediction with 1.9M reactions from USPTO patents (1976-2016). The task is: Predict the product of the given reaction. (1) Given the reactants [Cl:1][C:2]1[N:3]=[C:4](Cl)[C:5]2[CH:11]=[CH:10][N:9]=[C:8]([C:12]3[N:13]=[CH:14][N:15]([CH3:17])[CH:16]=3)[C:6]=2[N:7]=1.[OH-:19].[Na+].Cl, predict the reaction product. The product is: [Cl:1][C:2]1[N:3]=[C:4]([OH:19])[C:5]2[CH:11]=[CH:10][N:9]=[C:8]([C:12]3[N:13]=[CH:14][N:15]([CH3:17])[CH:16]=3)[C:6]=2[N:7]=1. (2) Given the reactants C(OC([N:8]1[CH2:13][CH2:12][CH:11]([NH:14][C:15]2[CH:16]=[N:17][C:18]([O:24][C:25]3[CH:30]=[CH:29][C:28]([O:31][C:32]4[CH:37]=[CH:36][CH:35]=[CH:34][CH:33]=4)=[CH:27][CH:26]=3)=[C:19]([C:21](=[O:23])[NH2:22])[CH:20]=2)[CH2:10][CH2:9]1)=O)(C)(C)C.Cl, predict the reaction product. The product is: [O:31]([C:28]1[CH:29]=[CH:30][C:25]([O:24][C:18]2[N:17]=[CH:16][C:15]([NH:14][CH:11]3[CH2:10][CH2:9][NH:8][CH2:13][CH2:12]3)=[CH:20][C:19]=2[C:21]([NH2:22])=[O:23])=[CH:26][CH:27]=1)[C:32]1[CH:33]=[CH:34][CH:35]=[CH:36][CH:37]=1. (3) Given the reactants [C:1]([C:4]1[CH:14]=[CH:13][C:7]2[O:8][CH2:9][C:10](=[O:12])[NH:11][C:6]=2[CH:5]=1)(=[O:3])[CH3:2].[C:15](OCC)(=[O:18])[CH2:16][CH3:17], predict the reaction product. The product is: [O:12]=[C:10]1[CH2:9][O:8][C:7]2[CH:13]=[CH:14][C:4]([C:1](=[O:3])[CH2:2][C:15](=[O:18])[CH2:16][CH3:17])=[CH:5][C:6]=2[NH:11]1. (4) Given the reactants ClC1C(Cl)=C(OC(C)C)C=CC=1C(N[C@@H](C[C:12]1[CH:17]=[CH:16][C:15]([C:18]2[N:19]=[C:20]3C(C)=CC=C[N:21]3[CH:27]=2)=CC=1)CCO)=O.C(N(CC)CC)C.FC(F)(F)C(OC1C(F)=C(F)C(F)=C(F)C=1F)=O, predict the reaction product. The product is: [N:21]1[C:27]2[CH:12]=[CH:17][CH:16]=[CH:15][C:18]=2[NH:19][CH:20]=1.